From a dataset of Catalyst prediction with 721,799 reactions and 888 catalyst types from USPTO. Predict which catalyst facilitates the given reaction. Reactant: [N+:1]([C:4]1[CH:9]=[CH:8][C:7](/[CH:10]=[CH:11]/[C:12]2[N:13]=[C:14]([NH2:17])[S:15][CH:16]=2)=[CH:6][CH:5]=1)([O-:3])=[O:2].CN(C)C1C=CC=CC=1.[C:27](Cl)(=[O:34])[C:28]1[CH:33]=[CH:32][CH:31]=[CH:30][CH:29]=1. Product: [N+:1]([C:4]1[CH:9]=[CH:8][C:7](/[CH:10]=[CH:11]/[C:12]2[N:13]=[C:14]([NH:17][C:27](=[O:34])[C:28]3[CH:33]=[CH:32][CH:31]=[CH:30][CH:29]=3)[S:15][CH:16]=2)=[CH:6][CH:5]=1)([O-:3])=[O:2]. The catalyst class is: 13.